From a dataset of Forward reaction prediction with 1.9M reactions from USPTO patents (1976-2016). Predict the product of the given reaction. (1) Given the reactants C[O:2][C:3](=[O:24])[C:4]1[CH:9]=[C:8]([C:10]2[S:11][CH:12]=[C:13]([C:15]3[CH:20]=[CH:19][C:18]([Cl:21])=[C:17]([Cl:22])[CH:16]=3)[N:14]=2)[CH:7]=[CH:6][C:5]=1Br.[CH3:25][O:26][C:27]1[CH:32]=[CH:31][C:30](B(O)O)=[C:29]([C:36]([F:39])([F:38])[F:37])[CH:28]=1, predict the reaction product. The product is: [Cl:22][C:17]1[CH:16]=[C:15]([C:13]2[N:14]=[C:10]([C:8]3[CH:9]=[C:4]([C:3]([OH:2])=[O:24])[C:5]([C:30]4[CH:31]=[CH:32][C:27]([O:26][CH3:25])=[CH:28][C:29]=4[C:36]([F:37])([F:38])[F:39])=[CH:6][CH:7]=3)[S:11][CH:12]=2)[CH:20]=[CH:19][C:18]=1[Cl:21]. (2) Given the reactants Cl.[CH2:2]([NH:6][CH2:7][CH2:8][CH:9](Cl)[CH3:10])[CH:3]([CH3:5])[CH3:4].[CH3:12][C:13]1[CH:18]=[C:17]([N+:19]([O-:21])=[O:20])[CH:16]=[CH:15][C:14]=1[N:22]=[C:23]=[S:24], predict the reaction product. The product is: [CH3:12][C:13]1[CH:18]=[C:17]([N+:19]([O-:21])=[O:20])[CH:16]=[CH:15][C:14]=1[N:22]=[C:23]1[N:6]([CH2:2][CH:3]([CH3:5])[CH3:4])[CH2:7][CH2:8][CH2:9][CH2:10][S:24]1. (3) Given the reactants O=S(Cl)Cl.[Br:5][C:6]1[C:7]([O:22][CH2:23][CH2:24][C:25]([OH:27])=O)=[CH:8][CH:9]=[C:10]2[C:14]=1[N:13]([C:15]1[CH:20]=[CH:19][C:18]([F:21])=[CH:17][CH:16]=1)[N:12]=[CH:11]2.[Cl-].[Al+3].[Cl-].[Cl-], predict the reaction product. The product is: [Br:5][C:6]1[C:7]2[O:22][CH2:23][CH2:24][C:25](=[O:27])[C:8]=2[CH:9]=[C:10]2[C:14]=1[N:13]([C:15]1[CH:20]=[CH:19][C:18]([F:21])=[CH:17][CH:16]=1)[N:12]=[CH:11]2. (4) Given the reactants [F:1][CH:2]([S:12]([C:15]1[CH:20]=[CH:19][CH:18]=[CH:17][CH:16]=1)(=[O:14])=[O:13])[S:3]([C:6]1[CH:11]=[CH:10][CH:9]=[CH:8][CH:7]=1)(=[O:5])=[O:4].[Li]CCCC.CCCCCC.[Br:32][C:33]1[CH:34]=[C:35]2[C:41]([CH:42]([C:44]3[C:49]([Cl:50])=[CH:48][CH:47]=[C:46]([F:51])[C:45]=3[Cl:52])O)=[CH:40][NH:39][C:36]2=[N:37][CH:38]=1.S(Cl)(Cl)=O, predict the reaction product. The product is: [C:15]1([S:12]([C:2]([S:3]([C:6]2[CH:7]=[CH:8][CH:9]=[CH:10][CH:11]=2)(=[O:5])=[O:4])([F:1])[CH:42]([C:41]2[C:35]3[C:36](=[N:37][CH:38]=[C:33]([Br:32])[CH:34]=3)[NH:39][CH:40]=2)[C:44]2[C:49]([Cl:50])=[CH:48][CH:47]=[C:46]([F:51])[C:45]=2[Cl:52])(=[O:14])=[O:13])[CH:20]=[CH:19][CH:18]=[CH:17][CH:16]=1. (5) The product is: [CH2:1]([NH:4][C:10](=[O:11])[C:9]1[CH:13]=[CH:14][CH:15]=[C:7]([C:6]([F:5])([F:16])[F:17])[CH:8]=1)[C:2]#[CH:3]. Given the reactants [CH2:1]([NH2:4])[C:2]#[CH:3].[F:5][C:6]([F:17])([F:16])[C:7]1[CH:8]=[C:9]([CH:13]=[CH:14][CH:15]=1)[C:10](Cl)=[O:11], predict the reaction product. (6) Given the reactants [Mn]([O-])(=O)(=O)=O.[K+].[CH3:7][C:8]([CH3:26])=[CH:9][CH2:10][N:11]([C:19]([O:21][C:22]([CH3:25])([CH3:24])[CH3:23])=[O:20])[C:12]([O:14][C:15]([CH3:18])([CH3:17])[CH3:16])=[O:13].C(O)(=[O:29])C.[OH2:31], predict the reaction product. The product is: [OH:31][C:8]([CH3:26])([CH3:7])[C:9](=[O:29])[CH2:10][N:11]([C:19]([O:21][C:22]([CH3:25])([CH3:24])[CH3:23])=[O:20])[C:12]([O:14][C:15]([CH3:16])([CH3:17])[CH3:18])=[O:13]. (7) Given the reactants [CH:1]1([CH2:4][O:5][C:6]2[CH:11]=[CH:10][CH:9]=[CH:8][C:7]=2[N+:12]([O-])=O)[CH2:3][CH2:2]1, predict the reaction product. The product is: [CH:1]1([CH2:4][O:5][C:6]2[CH:11]=[CH:10][CH:9]=[CH:8][C:7]=2[NH2:12])[CH2:2][CH2:3]1. (8) The product is: [Br:22][C:7]1[N:6]2[CH:12]=[C:3]([C:2]([F:1])([F:13])[F:14])[N:4]=[C:5]2[C:10]([NH2:11])=[CH:9][CH:8]=1. Given the reactants [F:1][C:2]([F:14])([F:13])[C:3]1[N:4]=[C:5]2[C:10]([NH2:11])=[CH:9][CH:8]=[CH:7][N:6]2[CH:12]=1.C1C(=O)N([Br:22])C(=O)C1.O, predict the reaction product. (9) Given the reactants [N+:1]([C:4]1[CH:5]=[C:6]2[C:10](=[CH:11][CH:12]=1)[NH:9][N:8]=[C:7]2/[CH:13]=[CH:14]/[C:15]1[CH:16]=[N:17][CH:18]=[CH:19][CH:20]=1)([O-])=O.O.NN, predict the reaction product. The product is: [NH2:1][C:4]1[CH:5]=[C:6]2[C:10](=[CH:11][CH:12]=1)[NH:9][N:8]=[C:7]2/[CH:13]=[CH:14]/[C:15]1[CH:16]=[N:17][CH:18]=[CH:19][CH:20]=1.